Task: Predict the product of the given reaction.. Dataset: Forward reaction prediction with 1.9M reactions from USPTO patents (1976-2016) (1) Given the reactants F[C:2]1[CH:7]=[CH:6][C:5]([S:8]([N:11]2[CH2:16][CH2:15][CH2:14][CH2:13][CH2:12]2)(=[O:10])=[O:9])=[CH:4][CH:3]=1.[NH:17]1[CH2:22][CH2:21][CH:20]([CH2:23][OH:24])[CH2:19][CH2:18]1.C(=O)([O-])[O-].[K+].[K+], predict the reaction product. The product is: [N:11]1([S:8]([C:5]2[CH:6]=[CH:7][C:2]([N:17]3[CH2:22][CH2:21][CH:20]([CH2:23][OH:24])[CH2:19][CH2:18]3)=[CH:3][CH:4]=2)(=[O:10])=[O:9])[CH2:16][CH2:15][CH2:14][CH2:13][CH2:12]1. (2) The product is: [NH:7]1[C:8]2[C:4](=[CH:3][C:2]([NH:1][S:25]([C:24]3[N:23]4[C:19]([S:20][CH:21]=[CH:22]4)=[N:18][C:17]=3[Br:16])(=[O:26])=[O:27])=[CH:10][CH:9]=2)[CH:5]=[CH:6]1. Given the reactants [NH2:1][C:2]1[CH:3]=[C:4]2[C:8](=[CH:9][CH:10]=1)[NH:7][CH:6]=[CH:5]2.C(=O)([O-])O.[Na+].[Br:16][C:17]1[N:18]=[C:19]2[N:23]([C:24]=1[S:25](Cl)(=[O:27])=[O:26])[CH:22]=[CH:21][S:20]2.C(Cl)(Cl)Cl.CO, predict the reaction product. (3) Given the reactants Cl[C:2]1[C:23]([O:24][CH3:25])=[CH:22][C:5]([C:6]([NH:8][S:9]([C:12]2[CH:17]=[CH:16][CH:15]=[CH:14][C:13]=2[S:18](=[O:21])(=[O:20])[NH2:19])(=[O:11])=[O:10])=[O:7])=[CH:4][N:3]=1.[C:26]([CH:28]1[CH2:33][CH2:32][CH2:31][CH2:30][CH2:29]1)#[CH:27], predict the reaction product. The product is: [CH:28]1([C:26]#[C:27][C:2]2[C:23]([O:24][CH3:25])=[CH:22][C:5]([C:6]([NH:8][S:9]([C:12]3[CH:17]=[CH:16][CH:15]=[CH:14][C:13]=3[S:18](=[O:21])(=[O:20])[NH2:19])(=[O:11])=[O:10])=[O:7])=[CH:4][N:3]=2)[CH2:33][CH2:32][CH2:31][CH2:30][CH2:29]1. (4) Given the reactants [CH:1]([C:4]1[N:8]2[CH:9]=[C:10]([S:13][C:14]3[CH:21]=[CH:20][CH:19]=[CH:18][C:15]=3[CH2:16][NH2:17])[CH:11]=[CH:12][C:7]2=[N:6][N:5]=1)([CH3:3])[CH3:2].[CH2:22]([N:24]=[C:25]=[O:26])[CH3:23], predict the reaction product. The product is: [CH2:22]([NH:24][C:25]([NH:17][CH2:16][C:15]1[CH:18]=[CH:19][CH:20]=[CH:21][C:14]=1[S:13][C:10]1[CH:11]=[CH:12][C:7]2[N:8]([C:4]([CH:1]([CH3:3])[CH3:2])=[N:5][N:6]=2)[CH:9]=1)=[O:26])[CH3:23]. (5) Given the reactants [H][H].[CH:3]1[CH:8]=[CH:7][CH:6]=[CH:5][CH:4]=1, predict the reaction product. The product is: [CH:5]1[CH2:6][CH2:7][CH2:8][CH:3]=1.[CH:3]1[CH2:8][CH2:7][CH2:6][CH2:5][CH:4]=1. (6) Given the reactants O[CH:2]=[C:3]1[C:11]2[C:6](=[CH:7][CH:8]=[C:9]([C:12]([C:14]3[CH:15]=[C:16]([NH:20][C:21]([C:23]4[N:24]([CH2:29][CH3:30])[N:25]=[C:26]([CH3:28])[CH:27]=4)=[O:22])[CH:17]=[CH:18][CH:19]=3)=[O:13])[CH:10]=2)[NH:5][C:4]1=[O:31].[NH2:32][C:33]1[CH:34]=[C:35]([OH:39])[CH:36]=[CH:37][CH:38]=1, predict the reaction product. The product is: [OH:39][C:35]1[CH:34]=[C:33]([NH:32][CH:2]=[C:3]2[C:11]3[C:6](=[CH:7][CH:8]=[C:9]([C:12]([C:14]4[CH:15]=[C:16]([NH:20][C:21]([C:23]5[N:24]([CH2:29][CH3:30])[N:25]=[C:26]([CH3:28])[CH:27]=5)=[O:22])[CH:17]=[CH:18][CH:19]=4)=[O:13])[CH:10]=3)[NH:5][C:4]2=[O:31])[CH:38]=[CH:37][CH:36]=1. (7) The product is: [C:1]([O:5][C:6](=[O:7])[NH:8][CH2:9][C:10]1[CH:18]=[CH:17][CH:16]=[C:12]([C:13](=[O:15])[NH:50][C:47]2[CH:46]=[CH:45][C:44]([CH2:43][N:41]([CH3:42])[CH3:40])=[CH:49][CH:48]=2)[CH:11]=1)([CH3:2])([CH3:3])[CH3:4]. Given the reactants [C:1]([O:5][C:6]([NH:8][CH2:9][C:10]1[CH:11]=[C:12]([CH:16]=[CH:17][CH:18]=1)[C:13]([OH:15])=O)=[O:7])([CH3:4])([CH3:3])[CH3:2].C(Cl)CCl.C1C=CC2N(O)N=NC=2C=1.CN1CCOCC1.[CH3:40][N:41]([CH2:43][C:44]1[CH:49]=[CH:48][C:47]([NH2:50])=[CH:46][CH:45]=1)[CH3:42], predict the reaction product. (8) The product is: [CH:2]1([C:5]2[CH:10]=[C:9]([CH:11]=[O:12])[C:8]([OH:13])=[CH:7][C:6]=2[C:17]2[CH:18]=[CH:19][C:20]([F:23])=[CH:21][CH:22]=2)[CH2:3][CH2:4]1. Given the reactants Cl.[CH:2]1([C:5]2[CH:10]=[C:9]([CH:11]=[O:12])[C:8]([O:13]COC)=[CH:7][C:6]=2[C:17]2[CH:22]=[CH:21][C:20]([F:23])=[CH:19][CH:18]=2)[CH2:4][CH2:3]1, predict the reaction product.